The task is: Predict the reactants needed to synthesize the given product.. This data is from Retrosynthesis with 50K atom-mapped reactions and 10 reaction types from USPTO. (1) Given the product CNC(=O)c1c(-c2ccc(F)cc2)oc2ccc(-c3cc(C(=O)NC4(c5ncc(F)cn5)CC4)ccc3C)cc12, predict the reactants needed to synthesize it. The reactants are: CNC(=O)c1c(-c2ccc(F)cc2)oc2ccc(-c3cc(C(=O)O)ccc3C)cc12.NC1(c2ncc(F)cn2)CC1. (2) Given the product O=C(Nc1cncc(CO)c1)N1CCN(C(=O)c2cccc(OCCC3CCCCC3)c2)CC1, predict the reactants needed to synthesize it. The reactants are: COC(=O)c1cncc(NC(=O)N2CCN(C(=O)c3cccc(OCCC4CCCCC4)c3)CC2)c1.